This data is from NCI-60 drug combinations with 297,098 pairs across 59 cell lines. The task is: Regression. Given two drug SMILES strings and cell line genomic features, predict the synergy score measuring deviation from expected non-interaction effect. Drug 1: CC1C(C(=O)NC(C(=O)N2CCCC2C(=O)N(CC(=O)N(C(C(=O)O1)C(C)C)C)C)C(C)C)NC(=O)C3=C4C(=C(C=C3)C)OC5=C(C(=O)C(=C(C5=N4)C(=O)NC6C(OC(=O)C(N(C(=O)CN(C(=O)C7CCCN7C(=O)C(NC6=O)C(C)C)C)C)C(C)C)C)N)C. Drug 2: C1C(C(OC1N2C=NC3=C(N=C(N=C32)Cl)N)CO)O. Cell line: HL-60(TB). Synergy scores: CSS=47.6, Synergy_ZIP=15.5, Synergy_Bliss=11.1, Synergy_Loewe=-20.3, Synergy_HSA=-7.27.